From a dataset of Forward reaction prediction with 1.9M reactions from USPTO patents (1976-2016). Predict the product of the given reaction. Given the reactants Br[C:2]1[CH:11]=[C:10]2[C:5]([C:6]([NH:14][C:15]3[CH:20]=[CH:19][C:18]([S:21][C:22]4[N:23]([CH3:27])[CH:24]=[CH:25][N:26]=4)=[C:17]([Cl:28])[CH:16]=3)=[C:7]([C:12]#[N:13])[CH:8]=[N:9]2)=[CH:4][CH:3]=1.C([Sn](CCCC)(CCCC)/C=[CH:35]/[CH2:36][CH2:37][CH2:38][N:39]1[CH2:44][CH2:43][O:42][CH2:41][CH2:40]1)CCC, predict the reaction product. The product is: [Cl:28][C:17]1[CH:16]=[C:15]([NH:14][C:6]2[C:5]3[C:10](=[CH:11][C:2](/[CH:35]=[CH:36]/[CH2:37][CH2:38][N:39]4[CH2:44][CH2:43][O:42][CH2:41][CH2:40]4)=[CH:3][CH:4]=3)[N:9]=[CH:8][C:7]=2[C:12]#[N:13])[CH:20]=[CH:19][C:18]=1[S:21][C:22]1[N:23]([CH3:27])[CH:24]=[CH:25][N:26]=1.